From a dataset of Full USPTO retrosynthesis dataset with 1.9M reactions from patents (1976-2016). Predict the reactants needed to synthesize the given product. (1) Given the product [N:22]1[CH:23]=[CH:24][CH:25]=[C:20]([N:18]2[CH:19]=[C:15]([C:28]3[CH:33]=[CH:32][CH:31]=[C:30]([C:34]([F:37])([F:36])[F:35])[N:29]=3)[CH:16]=[N:17]2)[CH:21]=1, predict the reactants needed to synthesize it. The reactants are: C(=O)([O-])[O-].[Na+].[Na+].CC1(C)C(C)(C)OB([C:15]2[CH:16]=[N:17][N:18]([C:20]3[CH:21]=[N:22][CH:23]=[CH:24][CH:25]=3)[CH:19]=2)O1.Br[C:28]1[CH:33]=[CH:32][CH:31]=[C:30]([C:34]([F:37])([F:36])[F:35])[N:29]=1. (2) Given the product [F:1][C:2]1[CH:7]=[CH:6][C:5]([C@H:8]([NH:10][C@H:11]2[CH2:15][CH2:14][C@@H:13]([C:16]3[CH:21]=[CH:20][C:19]([NH:26][CH2:27][CH2:28][S:29]([NH2:32])(=[O:31])=[O:30])=[N:18][CH:17]=3)[CH2:12]2)[CH3:9])=[CH:4][C:3]=1[O:23][CH3:24], predict the reactants needed to synthesize it. The reactants are: [F:1][C:2]1[CH:7]=[CH:6][C:5]([C@H:8]([NH:10][C@H:11]2[CH2:15][CH2:14][C@@H:13]([C:16]3[CH:17]=[N:18][C:19](F)=[CH:20][CH:21]=3)[CH2:12]2)[CH3:9])=[CH:4][C:3]=1[O:23][CH3:24].Cl.[NH2:26][CH2:27][CH2:28][S:29]([NH2:32])(=[O:31])=[O:30]. (3) Given the product [CH3:17][N:4]1[C:5]2[N:6]=[CH:7][N:8]([CH2:12][C:13]([F:16])([F:15])[F:14])[C:9](=[O:11])[C:10]=2[C:2]([C:20]2[CH:19]=[N:18][CH:23]=[CH:22][CH:21]=2)=[CH:3]1, predict the reactants needed to synthesize it. The reactants are: I[C:2]1[C:10]2[C:9](=[O:11])[N:8]([CH2:12][C:13]([F:16])([F:15])[F:14])[CH:7]=[N:6][C:5]=2[N:4]([CH3:17])[CH:3]=1.[N:18]1[CH:23]=[CH:22][CH:21]=[C:20](B(O)O)[CH:19]=1.C(=O)([O-])[O-].[Na+].[Na+].